This data is from Reaction yield outcomes from USPTO patents with 853,638 reactions. The task is: Predict the reaction yield, written as a fraction of the theoretical maximum amount of product (1.0 means a 100% yield; for example, 0.34 means a 34% yield). (1) The reactants are [NH2:1][CH2:2][CH2:3][C:4]1[N:5]=[C:6]([NH:9][C:10]([NH:12][C:13]2[CH:18]=[CH:17][C:16]([CH3:19])=[CH:15][C:14]=2[C:20]([CH:22]2[CH2:26][CH2:25][CH2:24][CH2:23]2)=[O:21])=[O:11])[S:7][CH:8]=1.Br[CH2:28][C:29]([O:31][CH3:32])=[O:30].CCN(CC)CC. The catalyst is C(Cl)Cl. The product is [CH3:32][O:31][C:29](=[O:30])[CH2:28][NH:1][CH2:2][CH2:3][C:4]1[N:5]=[C:6]([NH:9][C:10]([NH:12][C:13]2[CH:18]=[CH:17][C:16]([CH3:19])=[CH:15][C:14]=2[C:20]([CH:22]2[CH2:23][CH2:24][CH2:25][CH2:26]2)=[O:21])=[O:11])[S:7][CH:8]=1. The yield is 0.500. (2) The reactants are [Cl:1][C:2]1[CH:7]=[C:6]2[NH:8][C:9](=[O:31])[C:10]3([CH:15]([C:16]4[CH:21]=[CH:20][CH:19]=[C:18]([Cl:22])[CH:17]=4)[CH2:14][C:13](=[O:23])[N:12]([CH2:24][C:25](F)=[O:26])[CH:11]3[C:28]([CH3:30])=[CH2:29])[C:5]2=[CH:4][CH:3]=1.[NH2:32][C:33]([CH3:37])([CH3:36])[CH2:34][OH:35].CN1CCOCC1. The catalyst is CN(C)C1C=CN=CC=1.O1CCCC1. The product is [Cl:1][C:2]1[CH:7]=[C:6]2[NH:8][C:9](=[O:31])[C:10]3([CH:15]([C:16]4[CH:21]=[CH:20][CH:19]=[C:18]([Cl:22])[CH:17]=4)[CH2:14][C:13](=[O:23])[N:12]([CH2:24][C:25]([NH:32][C:33]([CH3:37])([CH3:36])[CH2:34][OH:35])=[O:26])[CH:11]3[C:28]([CH3:30])=[CH2:29])[C:5]2=[CH:4][CH:3]=1. The yield is 0.359.